Dataset: Reaction yield outcomes from USPTO patents with 853,638 reactions. Task: Predict the reaction yield, written as a fraction of the theoretical maximum amount of product (1.0 means a 100% yield; for example, 0.34 means a 34% yield). (1) The reactants are [C:1]1([P:7]([C:14]2[CH:19]=[CH:18][CH:17]=[CH:16][CH:15]=2)[C:8]2[CH:13]=[CH:12][CH:11]=[CH:10][CH:9]=2)[CH:6]=[CH:5][CH:4]=[CH:3][CH:2]=1.[N+:20]([C:23]1[CH:30]=[CH:29][C:26]([CH2:27][Br:28])=[CH:25][CH:24]=1)([O-:22])=[O:21]. The catalyst is C(Cl)Cl. The product is [Br-:28].[N+:20]([C:23]1[CH:30]=[CH:29][C:26]([CH2:27][P+:7]([C:1]2[CH:2]=[CH:3][CH:4]=[CH:5][CH:6]=2)([C:8]2[CH:13]=[CH:12][CH:11]=[CH:10][CH:9]=2)[C:14]2[CH:15]=[CH:16][CH:17]=[CH:18][CH:19]=2)=[CH:25][CH:24]=1)([O-:22])=[O:21]. The yield is 0.950. (2) The reactants are [NH2:1][C:2]1[S:3][CH:4]=[CH:5][C:6]=1[C:7]([O:9]CC)=O.[C:12](#[N:14])[CH3:13].Cl. The catalyst is O1CCOCC1. The product is [CH3:13][C:12]1[NH:14][C:7](=[O:9])[C:6]2[CH:5]=[CH:4][S:3][C:2]=2[N:1]=1. The yield is 0.400. (3) The reactants are [C:1]1([NH:7][CH2:8][CH2:9][CH2:10][OH:11])[CH:6]=[CH:5][CH:4]=[CH:3][CH:2]=1.Br[CH2:13][CH2:14][CH2:15][C:16]([O:18][CH2:19][CH3:20])=[O:17]. The catalyst is C(N(C(C)C)C(C)C)C. The product is [OH:11][CH2:10][CH2:9][CH2:8][N:7]([C:1]1[CH:6]=[CH:5][CH:4]=[CH:3][CH:2]=1)[CH2:13][CH2:14][CH2:15][C:16]([O:18][CH2:19][CH3:20])=[O:17]. The yield is 1.00. (4) The reactants are [N:1]1([C:7]2[N:12]=[C:11]([N:13]3[CH:18]4[CH2:19][CH2:20][CH:14]3[CH2:15][O:16][CH2:17]4)[N:10]=[C:9]([C:21]3[CH:27]=[CH:26][C:24]([NH2:25])=[CH:23][CH:22]=3)[N:8]=2)[CH2:6][CH2:5][O:4][CH2:3][CH2:2]1.ClC(Cl)(O[C:32](=[O:38])OC(Cl)(Cl)Cl)Cl.[NH2:40][C:41]1[CH:48]=[CH:47][C:44]([CH2:45][OH:46])=[CH:43][CH:42]=1. No catalyst specified. The product is [OH:46][CH2:45][C:44]1[CH:47]=[CH:48][C:41]([NH:40][C:32]([NH:25][C:24]2[CH:26]=[CH:27][C:21]([C:9]3[N:8]=[C:7]([N:1]4[CH2:2][CH2:3][O:4][CH2:5][CH2:6]4)[N:12]=[C:11]([N:13]4[CH:14]5[CH2:20][CH2:19][CH:18]4[CH2:17][O:16][CH2:15]5)[N:10]=3)=[CH:22][CH:23]=2)=[O:38])=[CH:42][CH:43]=1. The yield is 0.310. (5) The product is [CH2:1]1[C:9]2[C:4](=[C:5]([NH:10][C:11]3[N:16]4[N:17]=[CH:18][C:19]([C:20]([NH:42][S:39]([CH2:37][CH3:38])(=[O:41])=[O:40])=[O:21])=[C:15]4[N:14]=[CH:13][C:12]=3[C:23]([N:25]3[CH2:26][CH2:27][CH:28]([C:31]4[CH:32]=[CH:33][CH:34]=[CH:35][CH:36]=4)[CH2:29][CH2:30]3)=[O:24])[CH:6]=[CH:7][CH:8]=2)[CH2:3][CH2:2]1. No catalyst specified. The reactants are [CH2:1]1[C:9]2[C:4](=[C:5]([NH:10][C:11]3[N:16]4[N:17]=[CH:18][C:19]([C:20](O)=[O:21])=[C:15]4[N:14]=[CH:13][C:12]=3[C:23]([N:25]3[CH2:30][CH2:29][CH:28]([C:31]4[CH:36]=[CH:35][CH:34]=[CH:33][CH:32]=4)[CH2:27][CH2:26]3)=[O:24])[CH:6]=[CH:7][CH:8]=2)[CH2:3][CH2:2]1.[CH2:37]([S:39]([NH2:42])(=[O:41])=[O:40])[CH3:38]. The yield is 0.740. (6) The reactants are I[CH2:2][CH2:3][CH2:4][OH:5].[CH2:6]([NH:13][C:14](=[O:36])[N:15]([C:17]1[CH:18]=[C:19]([C:23]2[CH:28]=[CH:27][C:26]([CH2:29][CH2:30][C:31]([O:33][CH3:34])=[O:32])=[CH:25][C:24]=2[OH:35])[CH:20]=[CH:21][CH:22]=1)[CH3:16])[CH2:7][CH2:8][CH2:9][CH2:10][CH2:11][CH3:12].C(=O)([O-])[O-].[K+].[K+]. The catalyst is C(C(C)=O)C. The product is [CH2:6]([NH:13][C:14](=[O:36])[N:15]([C:17]1[CH:18]=[C:19]([C:23]2[CH:28]=[CH:27][C:26]([CH2:29][CH2:30][C:31]([O:33][CH3:34])=[O:32])=[CH:25][C:24]=2[O:35][CH2:2][CH2:3][CH2:4][OH:5])[CH:20]=[CH:21][CH:22]=1)[CH3:16])[CH2:7][CH2:8][CH2:9][CH2:10][CH2:11][CH3:12]. The yield is 0.790.